This data is from Catalyst prediction with 721,799 reactions and 888 catalyst types from USPTO. The task is: Predict which catalyst facilitates the given reaction. (1) Reactant: Cl[C:2]1[N:3]=[CH:4][C:5]2[N:11]([CH3:12])[C:10](=[O:13])[CH:9]([CH3:14])[CH:8]([CH3:15])[N:7]([CH:16]3[CH2:20][CH2:19][CH2:18][CH2:17]3)[C:6]=2[N:21]=1.[NH2:22][C:23]1[CH:31]=[CH:30][C:26]([C:27]([OH:29])=[O:28])=[CH:25][C:24]=1[O:32][CH3:33].C(O)C. Product: [CH:16]1([N:7]2[CH:8]([CH3:15])[CH:9]([CH3:14])[C:10](=[O:13])[N:11]([CH3:12])[C:5]3[CH:4]=[N:3][C:2]([NH:22][C:23]4[CH:31]=[CH:30][C:26]([C:27]([OH:29])=[O:28])=[CH:25][C:24]=4[O:32][CH3:33])=[N:21][C:6]2=3)[CH2:20][CH2:19][CH2:18][CH2:17]1. The catalyst class is: 126. (2) Reactant: [C:1]([C:5]1[CH:10]=[CH:9][CH:8]=[CH:7][C:6]=1[SH:11])([CH3:4])([CH3:3])[CH3:2].[Cl:12][C:13]([CH2:15]Cl)=[CH2:14].C([O-])([O-])=O.[K+].[K+]. Product: [C:1]([C:5]1[CH:10]=[CH:9][CH:8]=[CH:7][C:6]=1[S:11][CH2:15][C:13]([Cl:12])=[CH2:14])([CH3:4])([CH3:2])[CH3:3]. The catalyst class is: 21. (3) Reactant: O[C:2]1[CH:7]=[CH:6][N:5]2[N:8]=[CH:9][C:10]([C:11]([O:13][CH2:14][CH3:15])=[O:12])=[C:4]2[N:3]=1.F[P-](F)(F)(F)(F)F.N1(O[P+](N(C)C)(N(C)C)N(C)C)C2C=CC=CC=2N=N1.CCN(C(C)C)C(C)C.Cl.Cl.[Cl:54][C:55]1[C:60]([C@H:61]2[CH2:65][CH2:64][CH2:63][NH:62]2)=[CH:59][C:58]([F:66])=[CH:57][N:56]=1. Product: [Cl:54][C:55]1[C:60]([C@H:61]2[CH2:65][CH2:64][CH2:63][N:62]2[C:2]2[CH:7]=[CH:6][N:5]3[N:8]=[CH:9][C:10]([C:11]([O:13][CH2:14][CH3:15])=[O:12])=[C:4]3[N:3]=2)=[CH:59][C:58]([F:66])=[CH:57][N:56]=1. The catalyst class is: 3. (4) Reactant: [F:1][C:2]1[CH:3]=[C:4]2[C:8](=[CH:9][CH:10]=1)[NH:7][C:6](=[O:11])[C:5]2=[C:12]1[C:20]2[C:15](=[CH:16][C:17]([CH:21]=O)=[CH:18][CH:19]=2)[C:14]([CH3:24])([CH3:23])[O:13]1.[CH2:25]([NH:27][CH2:28][CH3:29])[CH3:26].C(O)(=O)C.C(O[BH-](OC(=O)C)OC(=O)C)(=O)C. Product: [CH2:25]([N:27]([CH2:21][C:17]1[CH:16]=[C:15]2[C:20](=[CH:19][CH:18]=1)[C:12](=[C:5]1[C:4]3[C:8](=[CH:9][CH:10]=[C:2]([F:1])[CH:3]=3)[NH:7][C:6]1=[O:11])[O:13][C:14]2([CH3:24])[CH3:23])[CH2:28][CH3:29])[CH3:26]. The catalyst class is: 31. (5) Reactant: [Cl:1][C:2]1[CH:7]=[CH:6][C:5]([C:8]2[N:9]=[CH:10][N:11]([CH3:20])[C:12]=2[C:13]2[CH:18]=[CH:17][C:16]([Cl:19])=[CH:15][CH:14]=2)=[CH:4][CH:3]=1.C([Li])CCC.[C:26](Cl)([O:28][CH2:29][C:30]1[CH:35]=[CH:34][CH:33]=[CH:32][CH:31]=1)=[O:27].C(=O)(O)[O-].[Na+]. Product: [Cl:1][C:2]1[CH:3]=[CH:4][C:5]([C:8]2[N:9]=[C:10]([C:26]([O:28][CH2:29][C:30]3[CH:35]=[CH:34][CH:33]=[CH:32][CH:31]=3)=[O:27])[N:11]([CH3:20])[C:12]=2[C:13]2[CH:18]=[CH:17][C:16]([Cl:19])=[CH:15][CH:14]=2)=[CH:6][CH:7]=1. The catalyst class is: 1.